The task is: Regression. Given a peptide amino acid sequence and an MHC pseudo amino acid sequence, predict their binding affinity value. This is MHC class I binding data.. This data is from Peptide-MHC class I binding affinity with 185,985 pairs from IEDB/IMGT. (1) The peptide sequence is TFMYVFSTF. The MHC is HLA-B46:01 with pseudo-sequence HLA-B46:01. The binding affinity (normalized) is 0.0847. (2) The MHC is Mamu-B17 with pseudo-sequence Mamu-B17. The binding affinity (normalized) is 0.410. The peptide sequence is EKNLEFDTW. (3) The peptide sequence is FVLAAVYRI. The MHC is HLA-A02:06 with pseudo-sequence HLA-A02:06. The binding affinity (normalized) is 1.00. (4) The peptide sequence is LMNDPGAPW. The MHC is HLA-B46:01 with pseudo-sequence HLA-B46:01. The binding affinity (normalized) is 0.159. (5) The peptide sequence is QSIAEAII. The MHC is H-2-Kb with pseudo-sequence H-2-Kb. The binding affinity (normalized) is 0.0735. (6) The peptide sequence is LTIEAIENYF. The MHC is Mamu-A02 with pseudo-sequence Mamu-A02. The binding affinity (normalized) is 0.762. (7) The peptide sequence is KSDPIMLLK. The MHC is HLA-B58:01 with pseudo-sequence HLA-B58:01. The binding affinity (normalized) is 0.0847.